From a dataset of Full USPTO retrosynthesis dataset with 1.9M reactions from patents (1976-2016). Predict the reactants needed to synthesize the given product. (1) Given the product [NH2:32][C:30]1[C:31]([C:9]([O:11][C:12]([CH3:13])([CH3:14])[CH3:15])=[O:10])=[C:26]([OH:25])[C:27]([NH2:34])=[CH:28][C:29]=1[OH:33], predict the reactants needed to synthesize it. The reactants are: [CH3:13][C:12]([O:11][C:9](O[C:9]([O:11][C:12]([CH3:15])([CH3:14])[CH3:13])=[O:10])=[O:10])([CH3:15])[CH3:14].CCN(C(C)C)C(C)C.[OH:25][C:26]1[CH:31]=[C:30]([NH2:32])[C:29]([OH:33])=[CH:28][C:27]=1[NH2:34]. (2) Given the product [CH2:1]([S:3][C:4]1[CH:23]=[C:22]([C:24]([F:26])([F:25])[F:27])[CH:21]=[CH:20][C:5]=1[C:6]1[O:7][C:57]2[CH:58]=[CH:59][C:60]([C:24]([F:27])([F:26])[F:25])=[CH:61][C:62]=2[N:8]=1)[CH3:2], predict the reactants needed to synthesize it. The reactants are: [CH2:1]([S:3][C:4]1[CH:23]=[C:22]([C:24]([F:27])([F:26])[F:25])[CH:21]=[CH:20][C:5]=1[C:6]([NH:8]C1C=C(C(F)(F)F)C=CC=1O)=[O:7])[CH3:2].COCCOC(/N=N\C(OCCOC)=O)=O.[C:57]1(P([C:57]2[CH:62]=[CH:61][CH:60]=[CH:59][CH:58]=2)[C:57]2[CH:62]=[CH:61][CH:60]=[CH:59][CH:58]=2)[CH:62]=[CH:61][CH:60]=[CH:59][CH:58]=1.C1COCC1. (3) Given the product [NH2:5][C:8]([CH:7]([CH3:14])[CH3:6])=[CH:9][C:10]([O:12][CH3:1])=[O:11], predict the reactants needed to synthesize it. The reactants are: [C:1]([O-])(=O)C.[NH4+:5].[CH3:6][CH:7]([CH3:14])[C:8](=O)[CH2:9][C:10]([O-:12])=[O:11]. (4) Given the product [Cl-:22].[CH3:1][C:2]1[N:9]2[C:5](=[N+:6]([CH2:21][C:20]3[CH:23]=[CH:24][C:17]([N+:14]([O-:16])=[O:15])=[CH:18][CH:19]=3)[C:7]3[CH:13]=[CH:12][CH:11]=[CH:10][C:8]=32)[S:4][CH:3]=1, predict the reactants needed to synthesize it. The reactants are: [CH3:1][C:2]1[N:9]2[C:5](=[N:6][C:7]3[CH:13]=[CH:12][CH:11]=[CH:10][C:8]=32)[S:4][CH:3]=1.[N+:14]([C:17]1[CH:24]=[CH:23][C:20]([CH2:21][Cl:22])=[CH:19][CH:18]=1)([O-:16])=[O:15]. (5) Given the product [CH2:14]1[C:15]2[C:16](=[CH:17][C:8]([C:7]3[S:6][CH:5]=[C:4]([C:18]#[N:19])[C:3]=3[O:2][CH3:1])=[CH:9][CH:10]=2)[CH2:12][CH2:13]1, predict the reactants needed to synthesize it. The reactants are: [CH3:1][O:2][C:3]1[C:4]([C:18]#[N:19])=[CH:5][S:6][C:7]=1[C:8]1[CH:17]=[CH:16][C:15]2[CH2:14][CH2:13][CH2:12]C[C:10]=2[CH:9]=1.C1C2C(=CC(B(O)O)=CC=2)CC1. (6) Given the product [CH3:65][S:66][C:67]1[CH:72]=[CH:71][C:70]([NH:73][C:28]([CH:9]2[CH:8]([C:4]3[CH:5]=[CH:6][CH:7]=[C:2]([Cl:1])[C:3]=3[F:31])[C:12]([C:15]3[CH:20]=[CH:19][C:18]([Cl:21])=[CH:17][C:16]=3[F:22])([C:13]#[N:14])[CH:11]([CH2:23][C:24]([CH3:26])([CH3:27])[CH3:25])[NH:10]2)=[O:30])=[CH:69][CH:68]=1, predict the reactants needed to synthesize it. The reactants are: [Cl:1][C:2]1[C:3]([F:31])=[C:4]([CH:8]2[C:12]([C:15]3[CH:20]=[CH:19][C:18]([Cl:21])=[CH:17][C:16]=3[F:22])([C:13]#[N:14])[CH:11]([CH2:23][C:24]([CH3:27])([CH3:26])[CH3:25])[NH:10][CH:9]2[C:28]([OH:30])=O)[CH:5]=[CH:6][CH:7]=1.CN(C(ON1N=NC2C=CC=NC1=2)=[N+](C)C)C.F[P-](F)(F)(F)(F)F.CCN(C(C)C)C(C)C.[CH3:65][S:66][C:67]1[CH:72]=[CH:71][C:70]([NH2:73])=[CH:69][CH:68]=1. (7) Given the product [CH3:2][O:3][C:4](=[O:16])[C@@H:5]([NH:6][C:32](=[O:33])[C:31]1[CH:35]=[CH:36][C:37]([Cl:39])=[CH:38][C:30]=1[NH:29][S:26]([C:22]1[C:19]2=[N:20][S:21][N:17]=[C:18]2[CH:25]=[CH:24][CH:23]=1)(=[O:28])=[O:27])[CH2:7][C:8]1[CH:13]=[CH:12][C:11]([F:14])=[C:10]([Br:15])[CH:9]=1, predict the reactants needed to synthesize it. The reactants are: Cl.[CH3:2][O:3][C:4](=[O:16])[C@H:5]([CH2:7][C:8]1[CH:13]=[CH:12][C:11]([F:14])=[C:10]([Br:15])[CH:9]=1)[NH2:6].[N:17]1[S:21][N:20]=[C:19]2[C:22]([S:26]([NH:29][C:30]3[CH:38]=[C:37]([Cl:39])[CH:36]=[CH:35][C:31]=3[C:32](O)=[O:33])(=[O:28])=[O:27])=[CH:23][CH:24]=[CH:25][C:18]=12.